From a dataset of Cav3 T-type calcium channel HTS with 100,875 compounds. Binary Classification. Given a drug SMILES string, predict its activity (active/inactive) in a high-throughput screening assay against a specified biological target. (1) The compound is O=C(C12CC3CC(C1)CC(C2)C3)Cn1c2c(n(c1=N)CC)cccc2. The result is 0 (inactive). (2) The molecule is Brc1c(C(=O)NCC(OCC)=O)cccc1. The result is 0 (inactive). (3) The compound is O(C(=O)CCCCCNC(/O)=C1/C(=O)NC(=O)NC1=O)CC. The result is 0 (inactive). (4) The molecule is OC1=C(C(N(C1=O)c1noc(c1)C)c1c(OC)c(OC)ccc1)C(=O)c1oc2c(c1)cccc2OC. The result is 0 (inactive). (5) The compound is S(=O)(=O)(Nc1ccccc1)c1ccc(NC(=O)C2Oc3c(OC2)cccc3)cc1. The result is 1 (active). (6) The compound is S(c1n(c2c(n1)cc1OCCOc1c2)C(=O)c1cc(OC)ccc1)C. The result is 0 (inactive). (7) The result is 0 (inactive). The drug is s1c2c(CCCC2)c2c1ncn(\N=C\c1occc1)c2=O. (8) The molecule is O=C(Nc1c(cc(cc1C)C)C)CS(=O)CC(=O)Nc1cccnc1. The result is 0 (inactive).